This data is from Full USPTO retrosynthesis dataset with 1.9M reactions from patents (1976-2016). The task is: Predict the reactants needed to synthesize the given product. Given the product [CH3:1][N:2]1[CH:6]=[C:5]([CH2:7][CH2:8][NH:9][CH:10]=[O:11])[CH:4]=[N:3]1, predict the reactants needed to synthesize it. The reactants are: [CH3:1][N:2]1[CH:6]=[C:5]([CH2:7][CH2:8][NH2:9])[CH:4]=[N:3]1.[CH:10](OCC)=[O:11].